From a dataset of Full USPTO retrosynthesis dataset with 1.9M reactions from patents (1976-2016). Predict the reactants needed to synthesize the given product. Given the product [C:68]([O:67][C:66](=[O:72])[NH:65][CH2:64][CH2:63][NH:62][C:27]([C:24]1[CH:25]=[CH:26][C:17]2[C:16]3[N:30]=[C:12]([NH:11][C:5]4[CH:6]=[CH:7][C:8]([O:9][CH3:10])=[C:3]([O:2][CH3:1])[CH:4]=4)[N:13]=[CH:14][C:15]=3[CH2:21][C:20](=[O:22])[NH:19][C:18]=2[CH:23]=1)=[O:28])([CH3:69])([CH3:71])[CH3:70], predict the reactants needed to synthesize it. The reactants are: [CH3:1][O:2][C:3]1[CH:4]=[C:5]([NH:11][C:12]2[N:13]=[CH:14][C:15]3[CH2:21][C:20](=[O:22])[NH:19][C:18]4[CH:23]=[C:24]([C:27](O)=[O:28])[CH:25]=[CH:26][C:17]=4[C:16]=3[N:30]=2)[CH:6]=[CH:7][C:8]=1[O:9][CH3:10].C(N(CC)C(C)C)(C)C.CN(C(ON1N=NC2C=CC=CC1=2)=[N+](C)C)C.[B-](F)(F)(F)F.[NH2:62][CH2:63][CH2:64][NH:65][C:66](=[O:72])[O:67][C:68]([CH3:71])([CH3:70])[CH3:69].